From a dataset of Catalyst prediction with 721,799 reactions and 888 catalyst types from USPTO. Predict which catalyst facilitates the given reaction. Reactant: [O:1]=[C:2]1[NH:6][CH:5]([C:7]([OH:9])=O)[CH2:4][NH:3]1.C(N(CC)C(C)C)(C)C.CN(C(ON1N=NC2C=CC=NC1=2)=[N+](C)C)C.F[P-](F)(F)(F)(F)F.[CH3:43][O:44][C:45]1[CH:46]=[C:47]([CH:49]=[CH:50][C:51]=1[C:52]1[O:56][CH:55]=[N:54][CH:53]=1)[NH2:48]. Product: [CH3:43][O:44][C:45]1[CH:46]=[C:47]([NH:48][C:7]([CH:5]2[CH2:4][NH:3][C:2](=[O:1])[NH:6]2)=[O:9])[CH:49]=[CH:50][C:51]=1[C:52]1[O:56][CH:55]=[N:54][CH:53]=1. The catalyst class is: 3.